This data is from Catalyst prediction with 721,799 reactions and 888 catalyst types from USPTO. The task is: Predict which catalyst facilitates the given reaction. (1) Reactant: [O:1]=[C:2]1[CH2:7][CH2:6][CH2:5][N:4]([C:8]([O:10][C:11]([CH3:14])([CH3:13])[CH3:12])=[O:9])[CH2:3]1.C[Si](C)(C)N[Si](C)(C)C.[Li].C([O:27][C:28](=O)[C:29]([F:32])([F:31])[F:30])C. Product: [O:1]=[C:2]1[CH:7]([C:28](=[O:27])[C:29]([F:32])([F:31])[F:30])[CH2:6][CH2:5][N:4]([C:8]([O:10][C:11]([CH3:14])([CH3:13])[CH3:12])=[O:9])[CH2:3]1. The catalyst class is: 216. (2) Reactant: O=C1[C:10]2[C:5](=[CH:6][CH:7]=[CH:8][CH:9]=2)[C:4](=[O:11])[N:3]1[CH:12]([CH3:18])[C:13]([O:15]CC)=O.C[O-].[Na+]. Product: [OH:15][C:13]1[C:6]2[C:5](=[CH:10][CH:9]=[CH:8][CH:7]=2)[C:4](=[O:11])[NH:3][C:12]=1[CH3:18]. The catalyst class is: 5. (3) Reactant: [O:1]1[C:5]2([CH2:10][CH2:9][NH:8][CH2:7][CH2:6]2)[O:4][CH2:3][CH2:2]1.Cl[CH2:12][CH2:13][CH2:14][CH:15]([C:23]1[CH:28]=[CH:27][C:26]([F:29])=[CH:25][CH:24]=1)[C:16]1[CH:21]=[CH:20][C:19]([F:22])=[CH:18][CH:17]=1.C([O-])([O-])=O.[K+].[K+]. Product: [F:22][C:19]1[CH:18]=[CH:17][C:16]([CH:15]([C:23]2[CH:24]=[CH:25][C:26]([F:29])=[CH:27][CH:28]=2)[CH2:14][CH2:13][CH2:12][N:8]2[CH2:9][CH2:10][C:5]3([O:4][CH2:3][CH2:2][O:1]3)[CH2:6][CH2:7]2)=[CH:21][CH:20]=1. The catalyst class is: 10. (4) Product: [CH2:27]([O:26][C:24](=[O:25])[C:23]([Cl:10])=[N:11][NH:7][C:6]1[CH:8]=[CH:9][C:3]([O:2][CH3:1])=[CH:4][CH:5]=1)[CH3:28]. Reactant: [CH3:1][O:2][C:3]1[CH:9]=[CH:8][C:6]([NH2:7])=[CH:5][CH:4]=1.[ClH:10].[N:11]([O-])=O.[Na+].C([O-])(=O)C.[Na+].ClCC(=O)[CH2:23][C:24]([O:26][CH2:27][CH3:28])=[O:25]. The catalyst class is: 69. (5) Reactant: C(=O)([O-])[O-].[K+].[K+].[OH:7][C:8]1[CH:12]=[C:11]([CH3:13])[NH:10][N:9]=1.F[C:15]1[CH:22]=[CH:21][C:18]([C:19]#[N:20])=[CH:17][C:16]=1[C:23]([F:26])([F:25])[F:24].Cl. Product: [C:19]([C:18]1[CH:21]=[CH:22][C:15]([O:7][C:8]2[CH:12]=[C:11]([CH3:13])[NH:10][N:9]=2)=[C:16]([C:23]([F:24])([F:25])[F:26])[CH:17]=1)#[N:20]. The catalyst class is: 3. (6) Reactant: [Cl:1][C:2]1[N:7]=[CH:6][C:5]([O:8][CH:9]2[CH2:14][CH2:13][N:12]([C:15](OC(C)(C)C)=O)[CH2:11][CH2:10]2)=[CH:4][CH:3]=1.[CH3:22][C:23]1(C)[CH2:25][O:24]1. Product: [Cl:1][C:2]1[N:7]=[CH:6][C:5]([O:8][CH:9]2[CH2:10][CH2:11][N:12]([CH2:15][C:23]([CH3:25])([OH:24])[CH3:22])[CH2:13][CH2:14]2)=[CH:4][CH:3]=1. The catalyst class is: 281. (7) Reactant: [C:1](/[N:3]=[CH:4]/OC)#[N:2].[CH2:7]([O:14][C@@H:15]1[C@H:19]([O:20][CH2:21][C:22]2[CH:27]=[CH:26][CH:25]=[CH:24][CH:23]=2)[C@@H:18]([CH2:28][O:29][CH2:30][C:31]2[CH:36]=[CH:35][CH:34]=[CH:33][CH:32]=2)[O:17][CH:16]1[C:37]1[CH:38]=[N:39][NH:40][C:41]=1[NH2:42])[C:8]1[CH:13]=[CH:12][CH:11]=[CH:10][CH:9]=1. Product: [CH2:7]([O:14][C@@H:15]1[C@H:19]([O:20][CH2:21][C:22]2[CH:27]=[CH:26][CH:25]=[CH:24][CH:23]=2)[C@@H:18]([CH2:28][O:29][CH2:30][C:31]2[CH:36]=[CH:35][CH:34]=[CH:33][CH:32]=2)[O:17][C@H:16]1[C:37]1[CH:38]=[N:39][N:40]2[C:1]([NH2:2])=[N:3][CH:4]=[N:42][C:41]=12)[C:8]1[CH:9]=[CH:10][CH:11]=[CH:12][CH:13]=1. The catalyst class is: 11.